Dataset: Experimentally validated miRNA-target interactions with 360,000+ pairs, plus equal number of negative samples. Task: Binary Classification. Given a miRNA mature sequence and a target amino acid sequence, predict their likelihood of interaction. (1) The miRNA is ath-miR172d-3p with sequence AGAAUCUUGAUGAUGCUGCAG. The protein sequence of the target gene is MGRRRLLVWLCAVAALLSGAQARGTPLLARPAPPGASRYSLYTTGWRPRLRPGPHKALCAYVVHRNVTCILQEGAESYVKAEYRQCRWGPKCPGTVTYRTVLRPKYKVGYKTVTDLAWRCCPGFTGKRCPEHLTDHGAASPQLEPEPQIPSGQLDPGPRPPSYSRAAPSPHGRKGPGLFGERLERLEGDVQRLAQTYGTLSGLVASHEDPNRMTGGPRAPAVPVGFGVIPEGLVGPGDRARGPLTPPLDEILSKVTEVSNTLQTKVQLLDKVHGLALGHEAHLQRLREAPPSPLTSLALL.... Result: 0 (no interaction). (2) The miRNA is hsa-miR-4701-3p with sequence AUGGGUGAUGGGUGUGGUGU. Result: 0 (no interaction). The protein sequence of the target gene is MVDYHAANQAYQYGPNSGGGNGAGGGGSMGDYMAQEDDWDRDLLLDPAWEKQQRKTFTAWCNSHLRKAGTQIENIDEDFRDGLKLMLLLEVISGERLPKPERGKMRVHKINNVNKALDFIASKGVKLVSIGAEEIVDGNAKMTLGMIWTIILRFAIQDISVEETSAKEGLLLWCQRKTAPYKNVNVQNFHISWKDGLAFNALIHRHRPELIEYDKLRKDDPVTNLNNAFEVAEKYLDIPKMLDAEDIVNTARPDEKAIMTYVSSFYHAFSGAQKAETAANRICKVLAVNQENEHLMEDYE.... (3) The miRNA is hsa-miR-8062 with sequence CAGUGAUUUGAGGAUUAUUGC. The protein sequence of the target gene is MEVRASLQKVSGSSDSVATMNSEEFVLVPQYADDNSTKHEEKPQLKIVSNGDEQLEKAMEEILRDSEKRPSSLLVDCQSSSEISDHSFGDIPASQTNKPSLQLILDPSNTEISTPRPSSPGGLPEEDSVLFNKLTYLGCMKVSSPRNEVEALRAMATMKSSSQYPFPVTLYVPNVPEGSVRIIDQSSNVEIASFPIYKVLFCARGHDGTTESNCFAFTESSHGSEEFQIHVFSCEIKEAVSRILYSFCTAFKRSSRQVSDVKDSVIPTPDSDVFTFSVSLEVKEDDGKGNFSPVPKDRDK.... Result: 1 (interaction). (4) The miRNA is rno-miR-99a-5p with sequence AACCCGUAGAUCCGAUCUUGUG. The protein sequence of the target gene is MGFEELLEQVGGFGPFQLRNVALLALPRVLLPLHFLLPIFLAAVPAHRCALPGAPANFSHQDVWLEAHLPREPDGTLSSCLRFAYPQALPNTTLGEERQSRGELEDEPATVPCSQGWEYDHSEFSSTIATESQWDLVCEQKGLNRAASTFFFAGVLVGAVAFGYLSDRFGRRRLLLVAYVSTLVLGLASAASVSYVMFAITRTLTGSALAGFTIIVMPLELEWLDVEHRTVAGVLSSTFWTGGVMLLALVGYLIRDWRWLLLAVTLPCAPGILSLWWVPESARWLLTQGHVKEAHRYLLH.... Result: 0 (no interaction).